Dataset: Reaction yield outcomes from USPTO patents with 853,638 reactions. Task: Predict the reaction yield, written as a fraction of the theoretical maximum amount of product (1.0 means a 100% yield; for example, 0.34 means a 34% yield). (1) The reactants are [C:1]([N:9]1[CH2:22][CH2:21][C:20]2[C:19]3[CH:18]=[C:17]([O:23][C:24]4[CH:29]=[CH:28][CH:27]=[CH:26][CH:25]=4)[CH:16]=[CH:15][C:14]=3[NH:13][C:12]=2[CH2:11][CH2:10]1)(=O)[C:2]1[CH:7]=[CH:6][CH:5]=[CH:4][CH:3]=1.[H-].[Al+3].[Li+].[H-].[H-].[H-].O.[OH-].[Na+]. The catalyst is O1CCCC1. The product is [CH2:1]([N:9]1[CH2:22][CH2:21][C:20]2[C:19]3[CH:18]=[C:17]([O:23][C:24]4[CH:29]=[CH:28][CH:27]=[CH:26][CH:25]=4)[CH:16]=[CH:15][C:14]=3[NH:13][C:12]=2[CH2:11][CH2:10]1)[C:2]1[CH:3]=[CH:4][CH:5]=[CH:6][CH:7]=1. The yield is 0.990. (2) The reactants are [C:1]([C:5]1[CH:10]=[CH:9][C:8]([OH:11])=[C:7]([Cl:12])[CH:6]=1)([CH3:4])([CH3:3])[CH3:2].CCN(CC)CC.Cl[C:21]([O:23][CH3:24])=[O:22]. The catalyst is ClCCl.CN(C1C=CN=CC=1)C. The product is [C:21](=[O:22])([O:23][CH3:24])[O:11][C:8]1[CH:9]=[CH:10][C:5]([C:1]([CH3:4])([CH3:2])[CH3:3])=[CH:6][C:7]=1[Cl:12]. The yield is 0.920. (3) The yield is 0.670. The reactants are Br[C:2]([F:18])([F:17])[C:3](F)([F:15])[O:4][C:5]1[C:14]2[C:9](=[CH:10][CH:11]=[CH:12][CH:13]=2)[CH:8]=[CH:7][CH:6]=1.C(#N)C. The catalyst is [Zn].O. The product is [F:15][C:3]([O:4][C:5]1[C:14]2[C:9](=[CH:10][CH:11]=[CH:12][CH:13]=2)[CH:8]=[CH:7][CH:6]=1)=[C:2]([F:18])[F:17]. (4) The reactants are [NH2:1][C:2]1[N:7]=[CH:6][N:5]=[C:4]2[N:8]([CH2:25][C@H:26]([NH:28]C(=O)OC(C)(C)C)[CH3:27])[N:9]=[C:10]([C:11]3[CH:16]=[CH:15][C:14]([O:17][C:18]4[CH:23]=[CH:22][CH:21]=[CH:20][CH:19]=4)=[CH:13][C:12]=3[F:24])[C:3]=12.Cl. The catalyst is C(Cl)Cl.O1CCOCC1. The product is [NH2:28][C@H:26]([CH3:27])[CH2:25][N:8]1[C:4]2=[N:5][CH:6]=[N:7][C:2]([NH2:1])=[C:3]2[C:10]([C:11]2[CH:16]=[CH:15][C:14]([O:17][C:18]3[CH:19]=[CH:20][CH:21]=[CH:22][CH:23]=3)=[CH:13][C:12]=2[F:24])=[N:9]1. The yield is 0.900. (5) The reactants are [CH3:1][O:2][C:3](=[O:39])[C:4]1[CH:9]=[CH:8][C:7]([CH2:10][N:11]2[CH:15]=[C:14]([C:16]3[CH:21]=[CH:20][C:19]([Cl:22])=[CH:18][C:17]=3[Cl:23])[N:13]=[C:12]2/[CH:24]=[CH:25]/[C:26]2[CH:31]=[CH:30][C:29]([C:32]3[CH:37]=[CH:36][C:35]([NH2:38])=[CH:34][CH:33]=3)=[CH:28][CH:27]=2)=[CH:6][CH:5]=1.[F:40][C:41]([F:48])([F:47])[CH2:42][S:43](Cl)(=[O:45])=[O:44]. No catalyst specified. The product is [CH3:1][O:2][C:3](=[O:39])[C:4]1[CH:9]=[CH:8][C:7]([CH2:10][N:11]2[CH:15]=[C:14]([C:16]3[CH:21]=[CH:20][C:19]([Cl:22])=[CH:18][C:17]=3[Cl:23])[N:13]=[C:12]2/[CH:24]=[CH:25]/[C:26]2[CH:31]=[CH:30][C:29]([C:32]3[CH:33]=[CH:34][C:35]([NH:38][S:43]([CH2:42][C:41]([F:48])([F:47])[F:40])(=[O:45])=[O:44])=[CH:36][CH:37]=3)=[CH:28][CH:27]=2)=[CH:6][CH:5]=1. The yield is 0.780. (6) The reactants are [F:1][C:2]1[C:3]([C:27]2[CH:32]=[CH:31][CH:30]=[C:29]([O:33][C:34]3[S:35][CH:36]=[CH:37][N:38]=3)[CH:28]=2)=[CH:4][C:5](=[O:26])[N:6]([CH2:8][CH2:9][C@@:10]([CH3:25])([S:21]([CH3:24])(=[O:23])=[O:22])[C:11]([NH:13][O:14]C2CCCCO2)=[O:12])[CH:7]=1.FC1C(C2C=CC(N3N=CC=N3)=CC=2)=CC(=O)N(CC[C@@](C)(S(C)(=O)=O)C(NO)=O)C=1. No catalyst specified. The product is [F:1][C:2]1[C:3]([C:27]2[CH:32]=[CH:31][CH:30]=[C:29]([O:33][C:34]3[S:35][CH:36]=[CH:37][N:38]=3)[CH:28]=2)=[CH:4][C:5](=[O:26])[N:6]([CH2:8][CH2:9][C@@:10]([CH3:25])([S:21]([CH3:24])(=[O:23])=[O:22])[C:11]([NH:13][OH:14])=[O:12])[CH:7]=1. The yield is 0.684. (7) The reactants are Cl[C:2]1[C:7]2[CH:8]=[CH:9][O:10][C:6]=2[C:5]([CH2:11][C:12]([NH2:14])=[O:13])=[CH:4][N:3]=1.C(CN)O.[CH3:19][N:20](C)[CH:21]=O. No catalyst specified. The product is [CH3:19][N:20]([CH3:21])[C:2]1[C:7]2[CH:8]=[CH:9][O:10][C:6]=2[C:5]([CH2:11][C:12]([NH2:14])=[O:13])=[CH:4][N:3]=1. The yield is 0.430.